This data is from Forward reaction prediction with 1.9M reactions from USPTO patents (1976-2016). The task is: Predict the product of the given reaction. (1) Given the reactants C([O:3][C:4](=[O:34])[CH2:5][C:6]1[C:14]2[C:9](=[CH:10][C:11]([C:15]3[CH:20]=[C:19]([NH2:21])[CH:18]=[C:17]([NH2:22])[CH:16]=3)=[CH:12][CH:13]=2)[N:8]([CH2:23][C:24]2[C:25]3[CH:32]=[C:31]([Br:33])[CH:30]=[CH:29][C:26]=3[S:27][CH:28]=2)[CH:7]=1)C.[OH-].[Na+], predict the reaction product. The product is: [Br:33][C:31]1[CH:30]=[CH:29][C:26]2[S:27][CH:28]=[C:24]([CH2:23][N:8]3[C:9]4[C:14](=[CH:13][CH:12]=[C:11]([C:15]5[CH:20]=[C:19]([NH2:21])[CH:18]=[C:17]([NH2:22])[CH:16]=5)[CH:10]=4)[C:6]([CH2:5][C:4]([OH:34])=[O:3])=[CH:7]3)[C:25]=2[CH:32]=1. (2) Given the reactants [Br:1][C:2]1[CH:7]=[CH:6][C:5]([CH:8]([C:12]2[CH:17]=[CH:16][CH:15]=[CH:14][CH:13]=2)[C:9]([OH:11])=[O:10])=[CH:4][CH:3]=1.S(=O)(=O)(O)O.[CH3:23]O, predict the reaction product. The product is: [Br:1][C:2]1[CH:3]=[CH:4][C:5]([CH:8]([C:12]2[CH:13]=[CH:14][CH:15]=[CH:16][CH:17]=2)[C:9]([O:11][CH3:23])=[O:10])=[CH:6][CH:7]=1.